The task is: Predict the reactants needed to synthesize the given product.. This data is from Full USPTO retrosynthesis dataset with 1.9M reactions from patents (1976-2016). (1) The reactants are: [CH:1]([N:14]1[CH2:19][CH2:18][N:17]([C:20]([C@@H:22]2[CH2:24][C@H:23]2[C:25](OCC)=[O:26])=[O:21])[CH2:16][CH2:15]1)([C:8]1[CH:13]=[CH:12][CH:11]=[CH:10][CH:9]=1)[C:2]1[CH:7]=[CH:6][CH:5]=[CH:4][CH:3]=1.[Li+].[BH4-]. Given the product [CH:1]([N:14]1[CH2:15][CH2:16][N:17]([C:20]([C@@H:22]2[CH2:24][C@H:23]2[CH2:25][OH:26])=[O:21])[CH2:18][CH2:19]1)([C:2]1[CH:7]=[CH:6][CH:5]=[CH:4][CH:3]=1)[C:8]1[CH:9]=[CH:10][CH:11]=[CH:12][CH:13]=1, predict the reactants needed to synthesize it. (2) Given the product [F:34][C:32]1[CH:33]=[C:28]2[O:27][C:26]([C:3]3[C:2]([NH2:1])=[N:7][CH:6]=[C:5]([C:8]4[CH:9]=[N:10][N:11]([CH:13]5[CH2:14][CH2:15][NH:16][CH2:17][CH2:18]5)[CH:12]=4)[CH:4]=3)=[N:35][C:29]2=[N:30][CH:31]=1, predict the reactants needed to synthesize it. The reactants are: [NH2:1][C:2]1[N:7]=[CH:6][C:5]([C:8]2[CH:9]=[N:10][N:11]([CH:13]3[CH2:18][CH2:17][N:16](C(OC(C)(C)C)=O)[CH2:15][CH2:14]3)[CH:12]=2)=[CH:4][C:3]=1[C:26]1[O:27][C:28]2[C:29]([N:35]=1)=[N:30][CH:31]=[C:32]([F:34])[CH:33]=2.Cl.N. (3) Given the product [C:20]1([C:19]2[C:14]3[C:15](=[N:16][C:11]([CH:5]([CH2:6][OH:7])[CH2:4][OH:3])=[CH:12][C:13]=3[NH:26][CH2:27][C:28]3[CH:33]=[CH:32][CH:31]=[CH:30][N:29]=3)[S:17][CH:18]=2)[CH:21]=[CH:22][CH:23]=[CH:24][CH:25]=1, predict the reactants needed to synthesize it. The reactants are: C([O:3][C:4](=O)[CH:5]([C:11]1[N:16]=[C:15]2[S:17][CH:18]=[C:19]([C:20]3[CH:25]=[CH:24][CH:23]=[CH:22][CH:21]=3)[C:14]2=[C:13]([NH:26][CH2:27][C:28]2[CH:33]=[CH:32][CH:31]=[CH:30][N:29]=2)[CH:12]=1)[C:6](OCC)=[O:7])C.[H-].C([Al+]CC(C)C)C(C)C. (4) The reactants are: [CH3:1][N:2]([CH3:24])[C:3]1[N:8]=[CH:7][C:6]([C:9]2[CH:14]=[CH:13][N:12]=[C:11]([NH:15][C:16]3[CH:17]=[C:18]([NH2:23])[CH:19]=[CH:20][C:21]=3[CH3:22])[N:10]=2)=[CH:5][CH:4]=1.[F:25][C:26]([F:37])([F:36])[C:27]1[CH:28]=[C:29]([CH:33]=[CH:34][CH:35]=1)[C:30](O)=[O:31].F[P-](F)(F)(F)(F)F.N1(O[P+](N(C)C)(N(C)C)N(C)C)C2C=CC=CC=2N=N1.CCN(C(C)C)C(C)C. Given the product [CH3:24][N:2]([CH3:1])[C:3]1[N:8]=[CH:7][C:6]([C:9]2[CH:14]=[CH:13][N:12]=[C:11]([NH:15][C:16]3[CH:17]=[C:18]([NH:23][C:30](=[O:31])[C:29]4[CH:33]=[CH:34][CH:35]=[C:27]([C:26]([F:25])([F:36])[F:37])[CH:28]=4)[CH:19]=[CH:20][C:21]=3[CH3:22])[N:10]=2)=[CH:5][CH:4]=1, predict the reactants needed to synthesize it. (5) The reactants are: [F:1][C:2]1[CH:7]=[C:6]([F:8])[CH:5]=[CH:4][C:3]=1[C:9]1[C:13]([C:14]2[CH:15]=[CH:16][C:17]3[N:18]([C:20]([CH:23]([CH3:25])[CH3:24])=[N:21][N:22]=3)[N:19]=2)=[CH:12][N:11]([CH:26]2[CH2:31][CH2:30][NH:29][CH2:28][CH2:27]2)[N:10]=1.C([O-])([O-])=O.[K+].[K+].Br[CH2:39][CH2:40][O:41][CH3:42]. Given the product [F:1][C:2]1[CH:7]=[C:6]([F:8])[CH:5]=[CH:4][C:3]=1[C:9]1[C:13]([C:14]2[CH:15]=[CH:16][C:17]3[N:18]([C:20]([CH:23]([CH3:24])[CH3:25])=[N:21][N:22]=3)[N:19]=2)=[CH:12][N:11]([CH:26]2[CH2:31][CH2:30][N:29]([CH2:39][CH2:40][O:41][CH3:42])[CH2:28][CH2:27]2)[N:10]=1, predict the reactants needed to synthesize it. (6) Given the product [CH3:1][CH:2]([CH3:21])[CH2:3][CH2:4][NH:5][C:6]([C:8]1[N:9]=[N:10][C:11]([N:14]2[CH2:19][CH2:18][CH:17]([NH:20][C:47](=[O:48])[C:46]3[CH:50]=[CH:51][CH:52]=[CH:53][C:45]=3[C:44]([F:43])([F:54])[F:55])[CH2:16][CH2:15]2)=[CH:12][CH:13]=1)=[O:7], predict the reactants needed to synthesize it. The reactants are: [CH3:1][CH:2]([CH3:21])[CH2:3][CH2:4][NH:5][C:6]([C:8]1[N:9]=[N:10][C:11]([N:14]2[CH2:19][CH2:18][CH:17]([NH2:20])[CH2:16][CH2:15]2)=[CH:12][CH:13]=1)=[O:7].C1(CCNC(C2N=NC(N3CC4C(C4N)C3)=CC=2)=O)CC1.[F:43][C:44]([F:55])([F:54])[C:45]1[CH:53]=[CH:52][CH:51]=[CH:50][C:46]=1[C:47](Cl)=[O:48]. (7) The reactants are: [CH2:1]([N:3]([C:26]1[CH:27]=[N:28][CH:29]=[CH:30][CH:31]=1)[S:4]([C:7]1[CH:8]=[CH:9][C:10]([NH:13][NH:14][C:15](=S)[NH:16][C@@H:17]([C:19]2[CH:24]=[CH:23][CH:22]=[CH:21][CH:20]=2)[CH3:18])=[N:11][CH:12]=1)(=[O:6])=[O:5])[CH3:2].C(N(CC)CC)C.[I-].ClC1C=CC=C[N+]=1C. Given the product [CH2:1]([N:3]([C:26]1[CH:27]=[N:28][CH:29]=[CH:30][CH:31]=1)[S:4]([C:7]1[CH:8]=[CH:9][C:10]2[N:11]([C:15]([NH:16][C@@H:17]([C:19]3[CH:24]=[CH:23][CH:22]=[CH:21][CH:20]=3)[CH3:18])=[N:14][N:13]=2)[CH:12]=1)(=[O:6])=[O:5])[CH3:2], predict the reactants needed to synthesize it.